This data is from Forward reaction prediction with 1.9M reactions from USPTO patents (1976-2016). The task is: Predict the product of the given reaction. (1) Given the reactants [OH:1][C:2]1[C:7]2[N:8]=[C:9]([CH3:12])[N:10]([CH3:11])[C:6]=2[CH:5]=[C:4]([N:13]([CH3:17])[C:14](=[O:16])[CH3:15])[C:3]=1[CH2:18][CH2:19][CH:20](O)[C:21]1[CH:26]=[CH:25][CH:24]=[CH:23][CH:22]=1.[OH-].[Na+], predict the reaction product. The product is: [CH3:12][C:9]1[N:10]([CH3:11])[C:6]2[CH:5]=[C:4]([N:13]([CH3:17])[C:14](=[O:16])[CH3:15])[C:3]3[CH2:18][CH2:19][CH:20]([C:21]4[CH:26]=[CH:25][CH:24]=[CH:23][CH:22]=4)[O:1][C:2]=3[C:7]=2[N:8]=1. (2) The product is: [Cl:112][C:100]1[CH:99]=[CH:98][C:97]([C:66]2[C:67]([C@@H:69]([NH:79][C:80](=[O:96])[CH2:81][N:82]3[C:86]4[C:87]([F:91])([F:92])[C@@H:88]5[CH2:90][C@@H:89]5[C:85]=4[C:84]([CH:93]([F:95])[F:94])=[N:83]3)[CH2:70][C:71]3[CH:76]=[C:75]([F:77])[CH:74]=[C:73]([F:78])[CH:72]=3)=[N:68][C:63]([C:117]#[C:116][C:114]([CH3:115])([N:118]3[CH2:122][CH2:121][O:120][C:119]3=[O:123])[CH3:113])=[CH:64][CH:65]=2)=[C:105]2[C:101]=1[C:102]([NH:107][S:108]([CH3:111])(=[O:110])=[O:109])=[N:103][N:104]2[CH3:106]. Given the reactants ClC1C=CC(C2C([C@@H](NC(=O)CN3C4C(F)(F)[C@@H]5C[C@@H]5C=4C(C(F)(F)F)=N3)CC3C=C(F)C=C(F)C=3)=NC(C#CC(O)C3N=CN(C)C=3)=CC=2)=C2C=1C(NS(C)(=O)=O)=NN2C.Cl[C:63]1[N:68]=[C:67]([C@@H:69]([NH:79][C:80](=[O:96])[CH2:81][N:82]2[C:86]3[C:87]([F:92])([F:91])[C@@H:88]4[CH2:90][C@@H:89]4[C:85]=3[C:84]([CH:93]([F:95])[F:94])=[N:83]2)[CH2:70][C:71]2[CH:76]=[C:75]([F:77])[CH:74]=[C:73]([F:78])[CH:72]=2)[C:66]([C:97]2[CH:98]=[CH:99][C:100]([Cl:112])=[C:101]3[C:105]=2[N:104]([CH3:106])[N:103]=[C:102]3[NH:107][S:108]([CH3:111])(=[O:110])=[O:109])=[CH:65][CH:64]=1.[CH3:113][C:114]([N:118]1[CH2:122][CH2:121][O:120][C:119]1=[O:123])([C:116]#[CH:117])[CH3:115], predict the reaction product.